Dataset: Peptide-MHC class I binding affinity with 185,985 pairs from IEDB/IMGT. Task: Regression. Given a peptide amino acid sequence and an MHC pseudo amino acid sequence, predict their binding affinity value. This is MHC class I binding data. The peptide sequence is LMTAISQGI. The MHC is HLA-A02:12 with pseudo-sequence HLA-A02:12. The binding affinity (normalized) is 0.936.